Dataset: Reaction yield outcomes from USPTO patents with 853,638 reactions. Task: Predict the reaction yield, written as a fraction of the theoretical maximum amount of product (1.0 means a 100% yield; for example, 0.34 means a 34% yield). (1) The reactants are [C:1]([O:5][C:6]([N:8]1[CH2:11][C:10]([C:13]2[CH:18]=[CH:17][C:16]([O:19]CC3C=CC=CC=3)=[CH:15][C:14]=2[O:27]CC2C=CC=CC=2)(O)[CH2:9]1)=[O:7])([CH3:4])([CH3:3])[CH3:2]. The catalyst is C(OCC)(=O)C.CO.[Pd]. The product is [C:1]([O:5][C:6]([N:8]1[CH2:9][CH:10]([C:13]2[CH:18]=[CH:17][C:16]([OH:19])=[CH:15][C:14]=2[OH:27])[CH2:11]1)=[O:7])([CH3:4])([CH3:2])[CH3:3]. The yield is 0.280. (2) The reactants are [Br:1][CH2:2][C:3]([O:5][C:6]([CH3:9])([CH3:8])[CH3:7])=[O:4].[S:10]1[CH2:14][CH2:13][CH2:12][CH2:11]1. The catalyst is CC(C)=O. The product is [Br-:1].[C:6]([O:5][C:3](=[O:4])[CH2:2][S+:10]1[CH2:14][CH2:13][CH2:12][CH2:11]1)([CH3:9])([CH3:8])[CH3:7]. The yield is 0.925.